This data is from Full USPTO retrosynthesis dataset with 1.9M reactions from patents (1976-2016). The task is: Predict the reactants needed to synthesize the given product. (1) The reactants are: [Si]([O:8][CH:9]1[CH2:14][CH2:13][N:12]([C:15]2[CH:16]=[N:17][C:18]3[C:23]([CH:24]=2)=[CH:22][C:21]([S:25][C:26]2[N:30]4[CH:31]=[C:32]([C:35]([O:37]CC)=[CH2:36])[CH:33]=[CH:34][C:29]4=[N:28][N:27]=2)=[CH:20][CH:19]=3)[CH2:11][CH2:10]1)(C(C)(C)C)(C)C.Cl. Given the product [OH:8][CH:9]1[CH2:10][CH2:11][N:12]([C:15]2[CH:16]=[N:17][C:18]3[C:23]([CH:24]=2)=[CH:22][C:21]([S:25][C:26]2[N:30]4[CH:31]=[C:32]([C:35](=[O:37])[CH3:36])[CH:33]=[CH:34][C:29]4=[N:28][N:27]=2)=[CH:20][CH:19]=3)[CH2:13][CH2:14]1, predict the reactants needed to synthesize it. (2) Given the product [NH:22]1[CH2:23][CH2:24][CH2:25][C@H:20]([NH:19][C:17]([C:6]2[S:7][C:8]([C:10]3[CH:11]=[CH:12][C:13]([Cl:16])=[CH:14][CH:15]=3)=[CH:9][C:5]=2[NH:4][C:2]([NH2:1])=[O:3])=[O:18])[CH2:21]1, predict the reactants needed to synthesize it. The reactants are: [NH2:1][C:2]([NH:4][C:5]1[CH:9]=[C:8]([C:10]2[CH:15]=[CH:14][C:13]([Cl:16])=[CH:12][CH:11]=2)[S:7][C:6]=1[C:17]([NH:19][C@H:20]1[CH2:25][CH2:24][CH2:23][N:22](C(OC(C)(C)C)=O)[CH2:21]1)=[O:18])=[O:3]. (3) The reactants are: Cl[C:2]1[N:3]=[N:4][C:5]([C:14]2[CH:19]=[CH:18][CH:17]=[CH:16][CH:15]=2)=[CH:6][C:7]=1[C:8]1[CH:13]=[CH:12][CH:11]=[CH:10][CH:9]=1.[N:20]1[CH:25]=[CH:24][CH:23]=[N:22][C:21]=1[N:26]1[CH2:31][CH2:30][NH:29][CH2:28][CH2:27]1. Given the product [C:8]1([C:7]2[CH:6]=[C:5]([C:14]3[CH:19]=[CH:18][CH:17]=[CH:16][CH:15]=3)[N:4]=[N:3][C:2]=2[N:29]2[CH2:30][CH2:31][N:26]([C:21]3[N:20]=[CH:25][CH:24]=[CH:23][N:22]=3)[CH2:27][CH2:28]2)[CH:13]=[CH:12][CH:11]=[CH:10][CH:9]=1, predict the reactants needed to synthesize it. (4) Given the product [Cl:1][C:2]1[CH:3]=[C:4]([C:10]2[C:14]([CH3:15])=[N:13][NH:12][C:11]=2[CH3:23])[CH:5]=[CH:6][C:7]=1[C:8]#[N:9], predict the reactants needed to synthesize it. The reactants are: [Cl:1][C:2]1[CH:3]=[C:4]([C:10]2[C:11]([CH3:23])=[N:12][N:13](C(OC(C)(C)C)=O)[C:14]=2[CH3:15])[CH:5]=[CH:6][C:7]=1[C:8]#[N:9].C(O)(C(F)(F)F)=O.[OH-].[Na+]. (5) The reactants are: [NH2:1][C:2]1[N:7]2[N:8]=[CH:9][C:10]([C:11]3[CH:12]=[N:13][C:14]([C:17]4[CH:22]=[CH:21][CH:20]=[CH:19][CH:18]=4)=[CH:15][CH:16]=3)=[C:6]2[N:5]=[C:4]([CH:23]2[CH2:28][CH2:27][CH:26]([CH2:29][C:30]3[O:34][C:33](=[O:35])[NH:32][N:31]=3)[CH2:25][CH2:24]2)[CH:3]=1.FC(F)(F)C([O-])=O.[Br:43]N1C(=O)CCC1=O. Given the product [NH2:1][C:2]1[N:7]2[N:8]=[CH:9][C:10]([C:11]3[CH:12]=[N:13][C:14]([C:17]4[CH:18]=[CH:19][CH:20]=[CH:21][CH:22]=4)=[CH:15][CH:16]=3)=[C:6]2[N:5]=[C:4]([CH:23]2[CH2:24][CH2:25][CH:26]([CH2:29][C:30]3[O:34][C:33](=[O:35])[NH:32][N:31]=3)[CH2:27][CH2:28]2)[C:3]=1[Br:43], predict the reactants needed to synthesize it.